From a dataset of Catalyst prediction with 721,799 reactions and 888 catalyst types from USPTO. Predict which catalyst facilitates the given reaction. (1) Reactant: CS(O[CH2:6][CH2:7][NH:8][C:9]([O:11][CH2:12][C:13]1[CH:18]=[CH:17][CH:16]=[CH:15][CH:14]=1)=[O:10])(=O)=O.C(=O)([O-])[O-].[K+].[K+].[NH2:25][CH2:26][CH2:27][OH:28]. Product: [CH2:12]([O:11][C:9](=[O:10])[NH:8][CH2:7][CH2:6][NH:25][CH2:26][CH2:27][OH:28])[C:13]1[CH:18]=[CH:17][CH:16]=[CH:15][CH:14]=1. The catalyst class is: 10. (2) Reactant: [Cr](O[Cr]([O-])(=O)=O)([O-])(=O)=O.[K+].[K+].[C:12]1([C:18]2[C:26]3[N:25]=[C:24]([CH:27]([OH:29])[CH3:28])[NH:23][C:22]=3[C:21]([C:30]3[CH:35]=[CH:34][CH:33]=[CH:32][CH:31]=3)=[CH:20][CH:19]=2)[CH:17]=[CH:16][CH:15]=[CH:14][CH:13]=1.[NH4+].[OH-]. Product: [C:12]1([C:18]2[C:26]3[N:25]=[C:24]([C:27](=[O:29])[CH3:28])[NH:23][C:22]=3[C:21]([C:30]3[CH:31]=[CH:32][CH:33]=[CH:34][CH:35]=3)=[CH:20][CH:19]=2)[CH:13]=[CH:14][CH:15]=[CH:16][CH:17]=1. The catalyst class is: 82. (3) Reactant: [OH-].[NH4+:2].[O-][N+:4]1[C:13]2[C:8](=[CH:9][CH:10]=[CH:11][CH:12]=2)[C:7]2[N:14]3[CH2:20][CH2:19][N:18]([C:21]([O:23][C:24]([CH3:27])([CH3:26])[CH3:25])=[O:22])[CH2:17][C:15]3=[N:16][C:6]=2[CH:5]=1.C1(C)C=CC(S(Cl)(=O)=O)=CC=1. Product: [NH2:2][C:5]1[C:6]2[N:16]=[C:15]3[CH2:17][N:18]([C:21]([O:23][C:24]([CH3:27])([CH3:26])[CH3:25])=[O:22])[CH2:19][CH2:20][N:14]3[C:7]=2[C:8]2[C:13](=[CH:12][CH:11]=[CH:10][CH:9]=2)[N:4]=1. The catalyst class is: 4. (4) Reactant: BrC(Br)C.Br[CH2:6][C:7]1[CH:14]=[CH:13][C:10]([C:11]#[N:12])=[C:9]([F:15])[CH:8]=1.I[C:17]1[N:18]=[CH:19][N:20]([C:22]([C:35]2[CH:40]=[CH:39][CH:38]=[CH:37][CH:36]=2)([C:29]2[CH:34]=[CH:33][CH:32]=[CH:31][CH:30]=2)[C:23]2[CH:28]=[CH:27][CH:26]=[CH:25][CH:24]=2)[CH:21]=1. Product: [F:15][C:9]1[CH:8]=[C:7]([CH2:6][C:17]2[N:18]=[CH:19][N:20]([C:22]([C:23]3[CH:28]=[CH:27][CH:26]=[CH:25][CH:24]=3)([C:35]3[CH:36]=[CH:37][CH:38]=[CH:39][CH:40]=3)[C:29]3[CH:30]=[CH:31][CH:32]=[CH:33][CH:34]=3)[CH:21]=2)[CH:14]=[CH:13][C:10]=1[C:11]#[N:12]. The catalyst class is: 324. (5) Reactant: O1CCCC1.[Cl:6][C:7]1[N:12]=[C:11]([C:13](O)=[O:14])[CH:10]=[CH:9][CH:8]=1.O1CCCC1.B.[OH-].[Na+]. Product: [Cl:6][C:7]1[N:12]=[C:11]([CH2:13][OH:14])[CH:10]=[CH:9][CH:8]=1. The catalyst class is: 6.